Task: Predict the product of the given reaction.. Dataset: Forward reaction prediction with 1.9M reactions from USPTO patents (1976-2016) (1) Given the reactants [CH:1]1([CH2:7][CH2:8][CH2:9][C@@H:10]([C:19]2[O:23][N:22]=[C:21]([CH2:24][C:25]3[CH:30]=[CH:29][CH:28]=[CH:27][N:26]=3)[N:20]=2)[CH2:11][C:12]([O:14]C(C)(C)C)=[O:13])[CH2:6][CH2:5][CH2:4][CH2:3][CH2:2]1.[F:31][C:32]([F:37])([F:36])[C:33]([OH:35])=[O:34], predict the reaction product. The product is: [F:31][C:32]([F:37])([F:36])[C:33]([OH:35])=[O:34].[CH:1]1([CH2:7][CH2:8][CH2:9][C@@H:10]([C:19]2[O:23][N:22]=[C:21]([CH2:24][C:25]3[CH:30]=[CH:29][CH:28]=[CH:27][N:26]=3)[N:20]=2)[CH2:11][C:12]([OH:14])=[O:13])[CH2:6][CH2:5][CH2:4][CH2:3][CH2:2]1. (2) Given the reactants [CH2:1]([N:5]([CH2:21][C:22]1[CH:32]=[CH:31][C:25]2[CH2:26][CH2:27][CH2:28][CH2:29][O:30][C:24]=2[CH:23]=1)[C:6]([CH:8]1[O:13][CH2:12][CH2:11][N:10](C(OC(C)(C)C)=O)[CH2:9]1)=[O:7])[CH:2]([CH3:4])[CH3:3].[ClH:33], predict the reaction product. The product is: [ClH:33].[CH2:1]([N:5]([CH2:21][C:22]1[CH:32]=[CH:31][C:25]2[CH2:26][CH2:27][CH2:28][CH2:29][O:30][C:24]=2[CH:23]=1)[C:6]([CH:8]1[O:13][CH2:12][CH2:11][NH:10][CH2:9]1)=[O:7])[CH:2]([CH3:4])[CH3:3]. (3) Given the reactants Cl.[F:2][C:3]1[CH:8]=[CH:7][C:6]([C:9]2[N:10]=[C:11]([CH:15]3[CH2:20][CH2:19][N:18]([C:21]4[N:26]=[CH:25][N:24]=[C:23]5[NH:27][N:28]=[CH:29][C:22]=45)[CH2:17][CH2:16]3)[N:12](C)[CH:13]=2)=[CH:5][C:4]=1[C:30]([F:33])([F:32])[F:31].[Cl:34][CH2:35]Cl, predict the reaction product. The product is: [ClH:34].[F:2][C:3]1[CH:8]=[CH:7][C:6]([C:9]2[N:10]([CH3:35])[CH:11]([CH:15]3[CH2:16][CH2:17][N:18]([C:21]4[N:26]=[CH:25][N:24]=[C:23]5[NH:27][N:28]=[CH:29][C:22]=45)[CH2:19][CH2:20]3)[NH:12][CH:13]=2)=[CH:5][C:4]=1[C:30]([F:33])([F:32])[F:31]. (4) Given the reactants [C:1]12([O:11][CH2:12][CH2:13][CH2:14][OH:15])[CH2:10][CH:5]3[CH2:6][CH:7]([CH2:9][CH:3]([CH2:4]3)[CH2:2]1)[CH2:8]2.C(N(CC)CC)C.[C:23]1([CH3:33])[CH:28]=[CH:27][C:26]([S:29](Cl)(=[O:31])=[O:30])=[CH:25][CH:24]=1.O, predict the reaction product. The product is: [C:1]12([O:11][CH2:12][CH2:13][CH2:14][O:15][S:29]([C:26]3[CH:27]=[CH:28][C:23]([CH3:33])=[CH:24][CH:25]=3)(=[O:31])=[O:30])[CH2:10][CH:5]3[CH2:6][CH:7]([CH2:9][CH:3]([CH2:4]3)[CH2:2]1)[CH2:8]2.